From a dataset of Full USPTO retrosynthesis dataset with 1.9M reactions from patents (1976-2016). Predict the reactants needed to synthesize the given product. (1) The reactants are: [CH3:1][CH:2]([CH3:31])[CH2:3][C:4]([NH:6][C:7]1[S:8][CH:9]=[C:10]([C:12]2C=C[N:15]=[C:14]3[N:18]([S:21]([C:24]4[CH:29]=[CH:28][C:27]([CH3:30])=[CH:26][CH:25]=4)(=[O:23])=[O:22])[CH:19]=[CH:20][C:13]=23)[N:11]=1)=[O:5].[H-].[Na+].[CH2:34](I)[CH2:35][CH3:36].[CH3:38][N:39](C=O)C. Given the product [CH3:1][CH:2]([CH3:31])[CH2:3][C:4]([N:6]([CH2:34][CH2:35][CH3:36])[C:7]1[S:8][CH:9]=[C:10]([C:12]2[C:13]3[CH:20]=[CH:19][N:18]([S:21]([C:24]4[CH:25]=[CH:26][C:27]([CH3:30])=[CH:28][CH:29]=4)(=[O:23])=[O:22])[C:14]=3[N:15]=[CH:38][N:39]=2)[N:11]=1)=[O:5], predict the reactants needed to synthesize it. (2) Given the product [CH3:9][C@@H:8]1[CH2:7][CH2:6][CH2:5][N:4]([C:10]([C:12]2[CH:17]=[C:16]([CH3:18])[CH:15]=[CH:14][C:13]=2[N:19]2[N:23]=[CH:22][CH:21]=[N:20]2)=[O:11])[C@@H:3]1[CH2:2][NH:1][C:25]1[S:26][C:27]([C:30]([F:33])([F:32])[F:31])=[N:28][N:29]=1, predict the reactants needed to synthesize it. The reactants are: [NH2:1][CH2:2][C@@H:3]1[C@H:8]([CH3:9])[CH2:7][CH2:6][CH2:5][N:4]1[C:10]([C:12]1[CH:17]=[C:16]([CH3:18])[CH:15]=[CH:14][C:13]=1[N:19]1[N:23]=[CH:22][CH:21]=[N:20]1)=[O:11].Cl[C:25]1[S:26][C:27]([C:30]([F:33])([F:32])[F:31])=[N:28][N:29]=1.C([O-])([O-])=O.[K+].[K+]. (3) Given the product [CH2:1]([O:8][C@H:9]1[C@H:14]([O:15][CH2:16][C:2]2[CH:7]=[CH:6][CH:5]=[CH:4][CH:3]=2)[C@@H:13]([O:23][CH2:24][C:56]2[CH:55]=[CH:52][CH:10]=[CH:9][CH:14]=2)[C@:12]2([C:33]3[CH:38]=[CH:37][C:36]([Cl:39])=[C:35]([CH2:40][C:41]4[CH:42]=[CH:43][C:44]5[O:48][CH2:47][CH2:46][C:45]=5[CH:49]=4)[CH:34]=3)[O:11][C@@:10]1([CH2:52][OH:53])[CH2:32][O:31]2)[C:2]1[CH:7]=[CH:6][CH:5]=[CH:4][CH:3]=1, predict the reactants needed to synthesize it. The reactants are: [CH2:1]([O:8][C@H:9]1[C@H:14]([O:15][CH2:16]C2C=CC=CC=2)[C@@H:13]([O:23][CH2:24]C2C=CC=CC=2)[C@@:12]([C:33]2[CH:38]=[CH:37][C:36]([Cl:39])=[C:35]([CH2:40][C:41]3[CH:42]=[CH:43][C:44]4[O:48][CH2:47][CH2:46][C:45]=4[CH:49]=3)[CH:34]=2)([O:31][CH3:32])[O:11][C:10]1([CH2:52][OH:53])CO)[C:2]1[CH:7]=[CH:6][CH:5]=[CH:4][CH:3]=1.F[C:55](F)(F)[C:56](O)=O. (4) Given the product [CH2:1]([O:3][C:4]([C:6]1[C:10]([Br:11])=[C:9]([Br:12])[N:8]([C:13]2[CH:18]=[CH:17][CH:16]=[CH:15][CH:14]=2)[C:7]=1[CH2:19][N:26]([C:27]([O:29][C:30]([CH3:31])([CH3:33])[CH3:32])=[O:28])[CH2:25][C:24]([O:23][CH2:21][CH3:22])=[O:34])=[O:5])[CH3:2], predict the reactants needed to synthesize it. The reactants are: [CH2:1]([O:3][C:4]([C:6]1[C:10]([Br:11])=[C:9]([Br:12])[N:8]([C:13]2[CH:18]=[CH:17][CH:16]=[CH:15][CH:14]=2)[C:7]=1[CH2:19]Br)=[O:5])[CH3:2].[CH2:21]([O:23][C:24](=[O:34])[CH2:25][NH:26][C:27]([O:29][C:30]([CH3:33])([CH3:32])[CH3:31])=[O:28])[CH3:22]. (5) Given the product [CH3:32][CH:33]1[CH2:38][CH2:37][N:36]([C:6]2[CH:5]=[C:4]([CH3:9])[N:3]=[C:2]([NH:12][C@H:13]3[CH2:17][CH2:16][N:15]([C:18](=[O:31])[CH2:19][C:20]4[CH:21]=[CH:22][C:23]([O:26][C:27]([F:28])([F:29])[F:30])=[CH:24][CH:25]=4)[CH2:14]3)[CH:7]=2)[CH2:35][CH2:34]1, predict the reactants needed to synthesize it. The reactants are: Cl[C:2]1[CH:7]=[C:6](Cl)[CH:5]=[C:4]([CH3:9])[N+:3]=1[O-].Cl.[NH2:12][C@H:13]1[CH2:17][CH2:16][N:15]([C:18](=[O:31])[CH2:19][C:20]2[CH:25]=[CH:24][C:23]([O:26][C:27]([F:30])([F:29])[F:28])=[CH:22][CH:21]=2)[CH2:14]1.[CH3:32][CH:33]1[CH2:38][CH2:37][NH:36][CH2:35][CH2:34]1.C(N(CC)C(C)C)(C)C. (6) Given the product [F:1][C:2]1[CH:7]=[CH:6][C:5](/[CH:8]=[CH:9]/[C:10]([N:29]=[N+:30]=[N-:31])=[O:11])=[C:4]([O:13][CH3:14])[CH:3]=1, predict the reactants needed to synthesize it. The reactants are: [F:1][C:2]1[CH:7]=[CH:6][C:5](/[CH:8]=[CH:9]/[C:10](O)=[O:11])=[C:4]([O:13][CH3:14])[CH:3]=1.C1(P([N:29]=[N+:30]=[N-:31])(C2C=CC=CC=2)=O)C=CC=CC=1.CCN(CC)CC. (7) Given the product [CH3:38][O:37][C:34]1[CH:33]=[CH:32][C:31]([CH2:30][N:4]2[C:5]3=[N:6][CH:7]=[C:8]([C:24]4[CH:25]=[CH:26][CH:27]=[CH:28][CH:29]=4)[C:9]([N:11]4[CH2:12][CH2:13][NH:14][CH2:15][CH2:16]4)=[C:10]3[C:2]([NH2:40])=[N:3]2)=[CH:36][CH:35]=1, predict the reactants needed to synthesize it. The reactants are: I[C:2]1[C:10]2[C:5](=[N:6][CH:7]=[C:8]([C:24]3[CH:29]=[CH:28][CH:27]=[CH:26][CH:25]=3)[C:9]=2[N:11]2[CH2:16][CH2:15][N:14](C(OC(C)(C)C)=O)[CH2:13][CH2:12]2)[N:4]([CH2:30][C:31]2[CH:36]=[CH:35][C:34]([O:37][CH3:38])=[CH:33][CH:32]=2)[N:3]=1.C[NH:40]CCNC.C(=O)(OC(C)(C)C)N.O. (8) Given the product [F:23][C:24]1[CH:29]=[CH:28][C:27]([F:30])=[CH:26][C:25]=1[C:2]1[CH:7]=[CH:6][CH:5]=[C:4]([S:8]([NH:11][C:12]2[CH:21]=[CH:20][C:15]([C:16]([OH:18])=[O:17])=[C:14]([OH:22])[CH:13]=2)(=[O:10])=[O:9])[CH:3]=1, predict the reactants needed to synthesize it. The reactants are: Br[C:2]1[CH:3]=[C:4]([S:8]([NH:11][C:12]2[CH:21]=[CH:20][C:15]([C:16]([O:18]C)=[O:17])=[C:14]([OH:22])[CH:13]=2)(=[O:10])=[O:9])[CH:5]=[CH:6][CH:7]=1.[F:23][C:24]1[CH:29]=[CH:28][C:27]([F:30])=[CH:26][C:25]=1B(O)O.CCN(C(C)C)C(C)C.C(Cl)Cl. (9) Given the product [NH2:27][C:21]1[N:20]=[C:19]([O:28][CH2:29][CH2:30][O:31][CH3:32])[N:18]=[C:17]2[C:22]=1[N:23]=[C:24]([O:25][CH3:26])[N:16]2[CH2:15][CH2:14][CH:11]1[CH2:10][CH2:9][N:8]([CH2:6][C:42]2[CH:49]=[CH:48][C:45]([CH2:46][OH:47])=[CH:44][CH:43]=2)[CH2:13][CH2:12]1, predict the reactants needed to synthesize it. The reactants are: C(O[C:6]([N:8]1[CH2:13][CH2:12][CH:11]([CH2:14][CH2:15][N:16]2[C:24]([O:25][CH3:26])=[N:23][C:22]3[C:17]2=[N:18][C:19]([O:28][CH2:29][CH2:30][O:31][CH3:32])=[N:20][C:21]=3[NH2:27])[CH2:10][CH2:9]1)=O)(C)(C)C.FC(F)(F)C(O)=O.ClC[C:42]1[CH:49]=[CH:48][C:45]([CH2:46][OH:47])=[CH:44][CH:43]=1.C(=O)([O-])[O-].[K+].[K+].